From a dataset of Forward reaction prediction with 1.9M reactions from USPTO patents (1976-2016). Predict the product of the given reaction. (1) The product is: [CH:1]1[N:5]=[C:4]2[C:6]([Cl:13])=[N:8][CH:9]=[N:10][N:3]2[CH:2]=1. Given the reactants [CH:1]1[N:5]=[C:4]2[C:6]([N:8]=[CH:9][NH:10][N:3]2[CH:2]=1)=O.O=P(Cl)(Cl)[Cl:13], predict the reaction product. (2) Given the reactants [CH3:1][N:2]([CH3:20])[C:3]1[C:8]([NH:9]C(=O)OC(C)(C)C)=[CH:7][C:6]([N+:17]([O-:19])=[O:18])=[CH:5][N:4]=1.FC(F)(F)C(O)=O, predict the reaction product. The product is: [CH3:1][N:2]([CH3:20])[C:3]1[C:8]([NH2:9])=[CH:7][C:6]([N+:17]([O-:19])=[O:18])=[CH:5][N:4]=1.